From a dataset of Forward reaction prediction with 1.9M reactions from USPTO patents (1976-2016). Predict the product of the given reaction. (1) Given the reactants [C:1]([NH:4][NH:5][C:6]([C:8]1[C:12]2[CH:13]=[N:14][C:15]([Cl:17])=[CH:16][C:11]=2[N:10]([CH:18]([CH3:20])[CH3:19])[CH:9]=1)=[O:7])(=O)[CH3:2].O=P(Cl)(Cl)Cl, predict the reaction product. The product is: [Cl:17][C:15]1[N:14]=[CH:13][C:12]2[C:8]([C:6]3[O:7][C:1]([CH3:2])=[N:4][N:5]=3)=[CH:9][N:10]([CH:18]([CH3:20])[CH3:19])[C:11]=2[CH:16]=1. (2) Given the reactants Cl[C:2]1[N:7]=[C:6]([NH:8][C:9]([C:11]2([C:14]3[CH:15]=[CH:16][C:17]4[O:21][CH2:20][CH2:19][C:18]=4[CH:22]=3)[CH2:13][CH2:12]2)=[O:10])[CH:5]=[CH:4][C:3]=1[CH3:23].[CH3:24][O:25][C:26]1[C:31](B2OC(C)(C)C(C)(C)O2)=[CH:30][C:29]([CH3:41])=[CH:28][N:27]=1.C(=O)([O-])[O-].[Na+].[Na+], predict the reaction product. The product is: [O:21]1[C:17]2[CH:16]=[CH:15][C:14]([C:11]3([C:9]([NH:8][C:6]4[N:7]=[C:2]([C:31]5[C:26]([O:25][CH3:24])=[N:27][CH:28]=[C:29]([CH3:41])[CH:30]=5)[C:3]([CH3:23])=[CH:4][CH:5]=4)=[O:10])[CH2:13][CH2:12]3)=[CH:22][C:18]=2[CH2:19][CH2:20]1. (3) Given the reactants CC1(C)O[C:6](=[O:8])[C:5](=[CH:9][NH:10][C:11]2[C:20]([O:21][CH2:22][CH2:23][CH3:24])=[CH:19][C:18]3[C:13](=[CH:14][CH:15]=[CH:16][CH:17]=3)[CH:12]=2)C(=O)O1.C1(OC2C=CC=CC=2)C=CC=CC=1, predict the reaction product. The product is: [CH2:22]([O:21][C:20]1[C:11]2[NH:10][CH:9]=[CH:5][C:6](=[O:8])[C:12]=2[C:13]2[CH:14]=[CH:15][CH:16]=[CH:17][C:18]=2[CH:19]=1)[CH2:23][CH3:24]. (4) Given the reactants [Cl:1][C:2]1[CH:3]=[C:4]([C:10]2[C:11]([CH3:26])=[N:12][N:13]([CH2:16][C:17]3[CH:22]=[CH:21][C:20]([C:23](=[S:25])[NH2:24])=[CH:19][CH:18]=3)[C:14]=2[CH3:15])[CH:5]=[CH:6][C:7]=1[C:8]#[N:9].Br[CH2:28][C:29](=O)[CH3:30].O, predict the reaction product. The product is: [Cl:1][C:2]1[CH:3]=[C:4]([C:10]2[C:11]([CH3:26])=[N:12][N:13]([CH2:16][C:17]3[CH:18]=[CH:19][C:20]([C:23]4[S:25][CH:28]=[C:29]([CH3:30])[N:24]=4)=[CH:21][CH:22]=3)[C:14]=2[CH3:15])[CH:5]=[CH:6][C:7]=1[C:8]#[N:9]. (5) The product is: [OH:43][CH2:42][C:37]1[CH:38]=[CH:39][CH:40]=[CH:41][C:36]=1[NH:35][C:16]([C@@H:9]1[CH2:10][C:11](=[N:13][O:14][CH3:15])[CH2:12][N:8]1[C:6]([C:29]1[CH:28]=[CH:27][C:26]([C:21]2[CH:22]=[CH:23][CH:24]=[CH:25][C:20]=2[CH3:19])=[CH:31][CH:30]=1)=[O:7])=[O:18]. Given the reactants C(O[C:6]([N:8]1[CH2:12][C:11](=[N:13][O:14][CH3:15])[CH2:10][C@H:9]1[C:16]([OH:18])=O)=[O:7])(C)(C)C.[CH3:19][C:20]1[CH:25]=[CH:24][CH:23]=[CH:22][C:21]=1[C:26]1[CH:31]=[CH:30][C:29](C(O)=O)=[CH:28][CH:27]=1.[NH2:35][C:36]1[CH:41]=[CH:40][CH:39]=[CH:38][C:37]=1[CH2:42][OH:43], predict the reaction product. (6) The product is: [F:12][C:13]([F:20])([CH:17]([F:19])[F:18])[C:14]([C:9]1[CH:8]=[CH:7][CH:6]=[C:5]([CH3:4])[CH:10]=1)=[O:15]. Given the reactants [Mg].II.[CH3:4][C:5]1[CH:6]=[C:7](Br)[CH:8]=[CH:9][CH:10]=1.[F:12][C:13]([F:20])([CH:17]([F:19])[F:18])[C:14](O)=[O:15].Cl, predict the reaction product. (7) Given the reactants [CH3:1][C@H:2]1[CH:6]=[C:5]([C:7]2[N:8]=[C:9]([SH:12])[S:10][CH:11]=2)[CH2:4][N:3]1[C:13](OCC=C)=O.ClCC(C1CN(C(OCC=C)=O)[C@@H](C)C=1)=O.[H-].[H-].[H-].[H-].[Li+].[Al+3].CO, predict the reaction product. The product is: [CH3:13][N:3]1[C@@H:2]([CH3:1])[CH:6]=[C:5]([C:7]2[N:8]=[C:9]([SH:12])[S:10][CH:11]=2)[CH2:4]1. (8) Given the reactants [C:1]([Si:3]([CH3:6])([CH3:5])[CH3:4])#[CH:2].[Li]CCCC.[O:12]=[C:13]1[CH2:21][CH2:20][CH2:19][C@@H:18]2[C@H:14]1[CH2:15][CH2:16][N:17]2[C:22]([O:24][CH3:25])=[O:23], predict the reaction product. The product is: [OH:12][C@@:13]1([C:2]#[C:1][Si:3]([CH3:6])([CH3:5])[CH3:4])[CH2:21][CH2:20][CH2:19][C@@H:18]2[C@H:14]1[CH2:15][CH2:16][N:17]2[C:22]([O:24][CH3:25])=[O:23].